Task: Regression/Classification. Given a drug SMILES string, predict its absorption, distribution, metabolism, or excretion properties. Task type varies by dataset: regression for continuous measurements (e.g., permeability, clearance, half-life) or binary classification for categorical outcomes (e.g., BBB penetration, CYP inhibition). Dataset: cyp1a2_veith.. Dataset: CYP1A2 inhibition data for predicting drug metabolism from PubChem BioAssay (1) The molecule is Cc1cccc(CN(C)CCc2ccccn2)c1. The result is 0 (non-inhibitor). (2) The molecule is CC(C)[C@@H](C)/C=C\[C@@H](C)[C@@H]1CC[C@H]2C3=CC=C4C[C@@H](O)CC[C@]4(C)[C@H]3CC[C@@]12C. The result is 0 (non-inhibitor). (3) The drug is O=C(NCCc1ccc(Cl)cc1)Nc1cccc(Cl)c1. The result is 1 (inhibitor). (4) The compound is CCCCCn1c(CN2CCN(c3cc(Cl)ccc3C)CC2)nc2c1c(=O)[nH]c(=O)n2C. The result is 0 (non-inhibitor). (5) The compound is Cc1ccccc1-c1cncnc1N(C)Cc1ccco1. The result is 1 (inhibitor). (6) The result is 1 (inhibitor). The molecule is COc1ccc2c(c1)C(c1ccc([N+](=O)[O-])cc1)=NNC(c1ccco1)=N2.